From a dataset of Catalyst prediction with 721,799 reactions and 888 catalyst types from USPTO. Predict which catalyst facilitates the given reaction. (1) Reactant: [Cl:1][C:2]1[CH:7]=[CH:6][C:5]([C:8]#N)=[CH:4][N:3]=1.[H-].C([Al+]CC(C)C)C(C)C.CO.S(=O)(=O)(O)[OH:23]. Product: [Cl:1][C:2]1[CH:7]=[CH:6][C:5]([CH:8]=[O:23])=[CH:4][N:3]=1. The catalyst class is: 11. (2) Reactant: [Br:1][C:2]1[CH:3]=[C:4]([CH:20]=[CH:21][C:22]=1[O:23][Si:24]([CH:31]([CH3:33])[CH3:32])([CH:28]([CH3:30])[CH3:29])[CH:25]([CH3:27])[CH3:26])[CH2:5][N:6]1[C:14]2[C:9](=[C:10]([N+:16]([O-])=O)[CH:11]=[CH:12][C:13]=2[CH3:15])[CH:8]=[C:7]1[CH3:19]. Product: [Br:1][C:2]1[CH:3]=[C:4]([CH:20]=[CH:21][C:22]=1[O:23][Si:24]([CH:28]([CH3:30])[CH3:29])([CH:25]([CH3:27])[CH3:26])[CH:31]([CH3:32])[CH3:33])[CH2:5][N:6]1[C:14]2[C:9](=[C:10]([NH2:16])[CH:11]=[CH:12][C:13]=2[CH3:15])[CH:8]=[C:7]1[CH3:19]. The catalyst class is: 15.